This data is from Peptide-MHC class II binding affinity with 134,281 pairs from IEDB. The task is: Regression. Given a peptide amino acid sequence and an MHC pseudo amino acid sequence, predict their binding affinity value. This is MHC class II binding data. The peptide sequence is LMMLVSVAGRV. The MHC is HLA-DQA10201-DQB10402 with pseudo-sequence HLA-DQA10201-DQB10402. The binding affinity (normalized) is 0.